Dataset: Reaction yield outcomes from USPTO patents with 853,638 reactions. Task: Predict the reaction yield, written as a fraction of the theoretical maximum amount of product (1.0 means a 100% yield; for example, 0.34 means a 34% yield). (1) The reactants are [Cl:1][C:2]1[CH:3]=[CH:4][C:5]([N:43]2[CH:47]=[C:46]([C:48]([F:51])([F:50])[F:49])[N:45]=[N:44]2)=[C:6]([C:8]2[N:9]=[CH:10][N:11]([C@@H:15]3[C:31]4[CH:32]=[C:27]([CH:28]=[CH:29][N:30]=4)[C:26]4[N:25](COCC[Si](C)(C)C)[N:24]=[CH:23][C:22]=4[NH:21][C:20](=[O:41])[C@H:19]([CH3:42])[CH2:18][CH2:17][CH2:16]3)[C:12](=[O:14])[CH:13]=2)[CH:7]=1.[C:52]([OH:58])([C:54]([F:57])([F:56])[F:55])=[O:53]. The catalyst is C(Cl)Cl. The product is [F:55][C:54]([F:57])([F:56])[C:52]([OH:58])=[O:53].[Cl:1][C:2]1[CH:3]=[CH:4][C:5]([N:43]2[CH:47]=[C:46]([C:48]([F:50])([F:49])[F:51])[N:45]=[N:44]2)=[C:6]([C:8]2[N:9]=[CH:10][N:11]([C@@H:15]3[C:31]4[CH:32]=[C:27]([CH:28]=[CH:29][N:30]=4)[C:26]4[NH:25][N:24]=[CH:23][C:22]=4[NH:21][C:20](=[O:41])[C@H:19]([CH3:42])[CH2:18][CH2:17][CH2:16]3)[C:12](=[O:14])[CH:13]=2)[CH:7]=1. The yield is 0.920. (2) The reactants are [F:1][C:2]1[C:10]([OH:11])=[CH:9][CH:8]=[C:7]2[C:3]=1[CH:4]=[C:5]([CH3:12])[NH:6]2.C(=O)([O-])[O-].[K+].[K+].[CH2:19]([O:26][C:27]1[CH:36]=[C:35]2[C:30]([C:31](Cl)=[N:32][CH:33]=[N:34]2)=[CH:29][C:28]=1[O:38][CH3:39])[C:20]1[CH:25]=[CH:24][CH:23]=[CH:22][CH:21]=1. The yield is 1.00. No catalyst specified. The product is [F:1][C:2]1[C:10]([O:11][C:31]2[C:30]3[C:35](=[CH:36][C:27]([O:26][CH2:19][C:20]4[CH:25]=[CH:24][CH:23]=[CH:22][CH:21]=4)=[C:28]([O:38][CH3:39])[CH:29]=3)[N:34]=[CH:33][N:32]=2)=[CH:9][CH:8]=[C:7]2[C:3]=1[CH:4]=[C:5]([CH3:12])[NH:6]2.